This data is from Catalyst prediction with 721,799 reactions and 888 catalyst types from USPTO. The task is: Predict which catalyst facilitates the given reaction. Reactant: [CH3:1]C(C)=O.C(Cl)(Cl)Cl.CO.[CH3:11]/[CH:12]=[C:13]1\[C:14]2[S:18][CH:17]=[C:16]([C:19]([NH:21][CH:22]([C:84]([OH:87])([CH3:86])[CH3:85])[C:23]3[S:27][CH:26]=[C:25]([C:28]([NH:30][CH:31]([CH:81]([OH:83])[CH3:82])[C:32]4[S:36][CH:35]=[C:34]([C:37]5[N:42]=[C:41]([C:43]6[S:47][CH:46]=[C:45]([C:48]7[S:52][CH:51]=[C:50]([C:53]([NH:55]/[C:56](/[C:59]([NH:61][CH2:62][CH:63]([OH:65])[CH3:64])=[O:60])=[CH:57]/[CH3:58])=[O:54])[N:49]=7)[N:44]=6)[CH:40]=[CH:39][C:38]=5[C:66]5[S:70][CH:69]=[C:68]([C:71]([NH:73][CH:74]([CH:78]([OH:80])[CH3:79])[C:75]([NH:77]\1)=[O:76])=[O:72])[N:67]=5)[N:33]=4)=[O:29])[N:24]=3)=[O:20])[N:15]=2. Product: [CH3:11]/[CH:12]=[C:13]1\[C:14]2[S:18][CH:17]=[C:16]([C:19]([NH:21][CH:22]([C:84]([OH:87])([CH3:86])[CH3:85])[C:23]3[S:27][CH:26]=[C:25]([C:28]([NH:30][CH:31]([CH:81]([O:83][CH3:1])[CH3:82])[C:32]4[S:36][CH:35]=[C:34]([C:37]5[N:42]=[C:41]([C:43]6[S:47][CH:46]=[C:45]([C:48]7[S:52][CH:51]=[C:50]([C:53]([NH:55]/[C:56](/[C:59]([NH:61][CH2:62][CH:63]([OH:65])[CH3:64])=[O:60])=[CH:57]/[CH3:58])=[O:54])[N:49]=7)[N:44]=6)[CH:40]=[CH:39][C:38]=5[C:66]5[S:70][CH:69]=[C:68]([C:71]([NH:73][CH:74]([CH:78]([OH:80])[CH3:79])[C:75]([NH:77]\1)=[O:76])=[O:72])[N:67]=5)[N:33]=4)=[O:29])[N:24]=3)=[O:20])[N:15]=2. The catalyst class is: 5.